From a dataset of Full USPTO retrosynthesis dataset with 1.9M reactions from patents (1976-2016). Predict the reactants needed to synthesize the given product. (1) Given the product [Cl:15][C:7]1[CH:8]=[C:9]([N+:12]([O-:14])=[O:13])[CH:10]=[CH:11][C:6]=1[NH:5][C:3](=[O:4])[CH2:2][S:27][CH2:26][CH2:25][N:24]([CH3:28])[CH3:23], predict the reactants needed to synthesize it. The reactants are: Cl[CH2:2][C:3]([NH:5][C:6]1[CH:11]=[CH:10][C:9]([N+:12]([O-:14])=[O:13])=[CH:8][C:7]=1[Cl:15])=[O:4].C(=O)([O-])[O-].[Na+].[Na+].Cl.[CH3:23][N:24]([CH3:28])[CH2:25][CH2:26][SH:27].O. (2) Given the product [CH2:1]1[CH:10]2[CH:5]([CH2:6][CH2:7][NH:8][CH2:9]2)[CH2:4][CH2:3][N:2]1[C:11]([O:13][C:14]([CH3:17])([CH3:16])[CH3:15])=[O:12], predict the reactants needed to synthesize it. The reactants are: [CH2:1]1[C:10]2[C:5](=[CH:6][CH:7]=[N:8][CH:9]=2)[CH2:4][CH2:3][N:2]1[C:11]([O:13][C:14]([CH3:17])([CH3:16])[CH3:15])=[O:12]. (3) Given the product [CH:12]1([CH2:18][N:19]2[CH2:24][CH2:23][CH2:22][C:21]([OH:1])([C:25]([O:27][CH2:28][CH3:29])=[O:26])[C:20]2=[O:30])[CH2:13][CH2:14][CH2:15][CH2:16][CH2:17]1, predict the reactants needed to synthesize it. The reactants are: [OH2:1].O.O.O.O.O.O.[Cl-].[Ce+3].[Cl-].[Cl-].[CH:12]1([CH2:18][N:19]2[CH2:24][CH2:23][CH2:22][CH:21]([C:25]([O:27][CH2:28][CH3:29])=[O:26])[C:20]2=[O:30])[CH2:17][CH2:16][CH2:15][CH2:14][CH2:13]1.O=O. (4) Given the product [CH3:1][O:2][C:3](=[O:32])[CH2:4][C@H:5]1[C:9]2[CH:10]=[CH:11][C:12]([O:14][C@H:15]3[C:23]4[C:18](=[C:19]([C:25]5[C:26]([C:35]6[C:36]([CH3:40])=[CH:37][CH:38]=[CH:39][C:34]=6[CH3:33])=[N:27][CH:28]=[CH:29][CH:30]=5)[CH:20]=[CH:21][C:22]=4[F:24])[CH2:17][CH2:16]3)=[CH:13][C:8]=2[O:7][CH2:6]1, predict the reactants needed to synthesize it. The reactants are: [CH3:1][O:2][C:3](=[O:32])[CH2:4][C@H:5]1[C:9]2[CH:10]=[CH:11][C:12]([O:14][C@H:15]3[C:23]4[C:18](=[C:19]([C:25]5[C:26](Br)=[N:27][CH:28]=[CH:29][CH:30]=5)[CH:20]=[CH:21][C:22]=4[F:24])[CH2:17][CH2:16]3)=[CH:13][C:8]=2[O:7][CH2:6]1.[CH3:33][C:34]1[CH:39]=[CH:38][CH:37]=[C:36]([CH3:40])[C:35]=1B(O)O.BrC1C=CC(F)=C2C=1CC[C@H]2OC1C=CC2[C@H](CC(OC)=O)COC=2C=1. (5) Given the product [CH2:12]([O:11][C:3](=[O:10])[CH:4]([C:15]1[C:24]2[C:19](=[CH:20][CH:21]=[C:22]([F:25])[CH:23]=2)[N:18]=[CH:17][CH:16]=1)[C:5]([O:7][CH2:8][CH3:9])=[O:6])[CH3:13], predict the reactants needed to synthesize it. The reactants are: [H-].[Na+].[C:3]([O:11][CH2:12][CH3:13])(=[O:10])[CH2:4][C:5]([O:7][CH2:8][CH3:9])=[O:6].Br[C:15]1[C:24]2[C:19](=[CH:20][CH:21]=[C:22]([F:25])[CH:23]=2)[N:18]=[CH:17][C:16]=1Cl.OS([O-])(=O)=O.[Na+]. (6) The reactants are: C[O:2][C:3](=[O:23])[CH:4]([C:13]1[CH:18]=[CH:17][C:16]([S:19]([CH3:22])(=[O:21])=[O:20])=[CH:15][CH:14]=1)[CH2:5][CH:6]1[CH2:12][CH2:11][CH2:10][CH2:9][CH2:8][CH2:7]1.[OH-].[Na+]. Given the product [CH:6]1([CH2:5][CH:4]([C:13]2[CH:18]=[CH:17][C:16]([S:19]([CH3:22])(=[O:21])=[O:20])=[CH:15][CH:14]=2)[C:3]([OH:23])=[O:2])[CH2:12][CH2:11][CH2:10][CH2:9][CH2:8][CH2:7]1, predict the reactants needed to synthesize it. (7) Given the product [F:1][C:2]([F:7])([F:6])[C:3]([OH:5])=[O:4].[NH2:8][C@@H:9]1[CH2:13][CH2:12][N:11]([C:14]2[N:22]=[C:21]3[C:17]([N:18]=[CH:19][N:20]3[C@@H:23]3[CH2:27][C@H:26]([NH:28][C:29](=[O:39])[CH2:30][OH:31])[C@@H:25]([OH:40])[C@H:24]3[OH:41])=[C:16]([NH:42][CH2:43][CH:44]([C:45]3[CH:50]=[CH:49][CH:48]=[CH:47][CH:46]=3)[C:51]3[CH:52]=[CH:53][CH:54]=[CH:55][CH:56]=3)[N:15]=2)[CH2:10]1, predict the reactants needed to synthesize it. The reactants are: [F:1][C:2]([F:7])([F:6])[C:3]([OH:5])=[O:4].[NH2:8][C@@H:9]1[CH2:13][CH2:12][N:11]([C:14]2[N:22]=[C:21]3[C:17]([N:18]=[CH:19][N:20]3[C@@H:23]3[CH2:27][C@H:26]([NH:28][C:29](=[O:39])[CH2:30][O:31]CC4C=CC=CC=4)[C@@H:25]([OH:40])[C@H:24]3[OH:41])=[C:16]([NH:42][CH2:43][CH:44]([C:51]3[CH:56]=[CH:55][CH:54]=[CH:53][CH:52]=3)[C:45]3[CH:50]=[CH:49][CH:48]=[CH:47][CH:46]=3)[N:15]=2)[CH2:10]1.